This data is from Forward reaction prediction with 1.9M reactions from USPTO patents (1976-2016). The task is: Predict the product of the given reaction. Given the reactants Cl.[CH3:2][C@:3]1([OH:8])[CH2:7][O:6][NH:5][CH2:4]1.C(N(C(C)C)CC)(C)C.[CH:18]1([CH2:24][N:25]2[C:29]3[CH:30]=[CH:31][C:32]([C:34](O)=[O:35])=[CH:33][C:28]=3[N:27]=[C:26]2[C:37]([CH3:41])([CH3:40])[CH2:38][CH3:39])[CH2:23][CH2:22][CH2:21][CH2:20][CH2:19]1.CN(C(ON1N=NC2C=CC=NC1=2)=[N+](C)C)C.F[P-](F)(F)(F)(F)F, predict the reaction product. The product is: [CH:18]1([CH2:24][N:25]2[C:29]3[CH:30]=[CH:31][C:32]([C:34]([N:5]4[CH2:4][C@@:3]([CH3:2])([OH:8])[CH2:7][O:6]4)=[O:35])=[CH:33][C:28]=3[N:27]=[C:26]2[C:37]([CH3:40])([CH3:41])[CH2:38][CH3:39])[CH2:19][CH2:20][CH2:21][CH2:22][CH2:23]1.